Task: Predict the reactants needed to synthesize the given product.. Dataset: Full USPTO retrosynthesis dataset with 1.9M reactions from patents (1976-2016) The reactants are: [Cl:1][C:2]1[CH:3]=[CH:4][C:5]([OH:13])=[C:6](/[CH:8]=[C:9](\[CH3:12])/[CH:10]=O)[CH:7]=1.CC1C=CC(S([NH:24][NH2:25])(=O)=O)=CC=1.[OH-].[Na+]. Given the product [Cl:1][C:2]1[CH:3]=[CH:4][C:5]([OH:13])=[C:6]([C:8]2[NH:25][N:24]=[CH:10][C:9]=2[CH3:12])[CH:7]=1, predict the reactants needed to synthesize it.